This data is from hERG potassium channel inhibition data for cardiac toxicity prediction from Karim et al.. The task is: Regression/Classification. Given a drug SMILES string, predict its toxicity properties. Task type varies by dataset: regression for continuous values (e.g., LD50, hERG inhibition percentage) or binary classification for toxic/non-toxic outcomes (e.g., AMES mutagenicity, cardiotoxicity, hepatotoxicity). Dataset: herg_karim. (1) The result is 1 (blocker). The compound is Cc1cc(C[C@H](CCCCNCc2ccc(F)cc2)C(=O)NO)cc(C)c1F. (2) The molecule is CCOC(=O)Nc1cccc([C@@H](c2ccc(C(=O)N(C)CC)cc2)N2CCN(Cc3c[nH]c(C)n3)CC2)c1. The result is 0 (non-blocker).